Dataset: Reaction yield outcomes from USPTO patents with 853,638 reactions. Task: Predict the reaction yield, written as a fraction of the theoretical maximum amount of product (1.0 means a 100% yield; for example, 0.34 means a 34% yield). (1) The reactants are [CH3:1][N:2]1[CH:6]=[C:5]([C:7](Cl)=[O:8])[C:4]([C:10]([F:13])([F:12])[F:11])=[N:3]1.[NH2:14][C:15]1[CH:20]=[CH:19][CH:18]=[CH:17][C:16]=1[CH2:21][OH:22].C(N(CC)CC)C.O. The catalyst is O1CCCC1. The product is [OH:22][CH2:21][C:16]1[CH:17]=[CH:18][CH:19]=[CH:20][C:15]=1[NH:14][C:7]([C:5]1[C:4]([C:10]([F:13])([F:12])[F:11])=[N:3][N:2]([CH3:1])[CH:6]=1)=[O:8]. The yield is 0.690. (2) The yield is 0.760. No catalyst specified. The reactants are [Cl:1][C:2]1[CH:3]=[C:4]([C:8]2[CH:9]=[C:10]3[C:14](=[CH:15][CH:16]=2)[NH:13][C:12](=[O:17])[CH2:11]3)[CH:5]=[CH:6][CH:7]=1.[O:18]1CCOCC1. The product is [Cl:1][C:2]1[CH:3]=[C:4]([C:8]2[CH:9]=[C:10]3[C:14](=[CH:15][CH:16]=2)[NH:13][C:12](=[O:17])[C:11]3=[O:18])[CH:5]=[CH:6][CH:7]=1. (3) The reactants are [C:1]([C:5]1[C:6]([O:20][CH:21]([CH3:23])[CH3:22])=[C:7]([C:10]([CH3:19])=[C:11]([C:13]#[C:14][Si](C)(C)C)[CH:12]=1)[CH:8]=[O:9])([CH3:4])([CH3:3])[CH3:2].C(=O)([O-])[O-].[K+].[K+]. The catalyst is CO.O1CCCC1. The product is [C:1]([C:5]1[C:6]([O:20][CH:21]([CH3:23])[CH3:22])=[C:7]([C:10]([CH3:19])=[C:11]([C:13]#[CH:14])[CH:12]=1)[CH:8]=[O:9])([CH3:4])([CH3:2])[CH3:3]. The yield is 0.900. (4) The reactants are I[C:2]1[CH:7]=[CH:6][C:5]([C:8]2[N:9]=[C:10]3[CH:15]=[CH:14][CH:13]=[CH:12][N:11]3[CH:16]=2)=[CH:4][CH:3]=1.[Br:17][C:18]1[C:31]2[C:26](=[CH:27][CH:28]=[CH:29][CH:30]=2)[C:25](B(O)O)=[C:24]2[C:19]=1[CH:20]=[CH:21][CH:22]=[CH:23]2.C(=O)([O-])[O-].[Na+].[Na+]. The catalyst is [Pd].C1(P(C2C=CC=CC=2)C2C=CC=CC=2)C=CC=CC=1.C1(P(C2C=CC=CC=2)C2C=CC=CC=2)C=CC=CC=1.C1(P(C2C=CC=CC=2)C2C=CC=CC=2)C=CC=CC=1.C1(P(C2C=CC=CC=2)C2C=CC=CC=2)C=CC=CC=1.COCCOC. The product is [Br:17][C:18]1[C:19]2[C:24](=[CH:23][CH:22]=[CH:21][CH:20]=2)[C:25]([C:2]2[CH:7]=[CH:6][C:5]([C:8]3[N:9]=[C:10]4[CH:15]=[CH:14][CH:13]=[CH:12][N:11]4[CH:16]=3)=[CH:4][CH:3]=2)=[C:26]2[C:31]=1[CH:30]=[CH:29][CH:28]=[CH:27]2. The yield is 0.780. (5) The reactants are Cl[CH2:2][C:3]1[CH:21]=[CH:20][C:6]([O:7][CH2:8][C:9]2[N:10]=[C:11]([C:15]3[O:16][CH:17]=[CH:18][CH:19]=3)[O:12][C:13]=2[CH3:14])=[C:5]([O:22][CH3:23])[CH:4]=1.[C:24]1([N:30]2[CH:34]=[C:33]([CH2:35][CH2:36][C:37]3[N:38]=[CH:39][S:40][CH:41]=3)[C:32]([OH:42])=[N:31]2)[CH:29]=[CH:28][CH:27]=[CH:26][CH:25]=1.CN(C)C=O.[H-].[Na+]. The catalyst is O. The product is [O:16]1[CH:17]=[CH:18][CH:19]=[C:15]1[C:11]1[O:12][C:13]([CH3:14])=[C:9]([CH2:8][O:7][C:6]2[CH:20]=[CH:21][C:3]([CH2:2][O:42][C:32]3[C:33]([CH2:35][CH2:36][C:37]4[N:38]=[CH:39][S:40][CH:41]=4)=[CH:34][N:30]([C:24]4[CH:29]=[CH:28][CH:27]=[CH:26][CH:25]=4)[N:31]=3)=[CH:4][C:5]=2[O:22][CH3:23])[N:10]=1. The yield is 0.660. (6) The reactants are C[O:2][C:3](=[O:40])[CH:4]([NH:14][C:15]([C:17]1[N:18]=[C:19]([C:30]2[CH:35]=[CH:34][C:33]([C:36]([F:39])([F:38])[F:37])=[CH:32][CH:31]=2)[O:20][C:21]=1[C:22]1[CH:27]=[CH:26][C:25]([C:28]#[N:29])=[CH:24][CH:23]=1)=[O:16])[CH2:5][S:6][CH2:7][C:8]1[CH:13]=[CH:12][CH:11]=[CH:10][CH:9]=1.[OH-].[Li+]. The catalyst is C1COCC1. The product is [CH2:7]([S:6][CH2:5][C@H:4]([NH:14][C:15]([C:17]1[N:18]=[C:19]([C:30]2[CH:35]=[CH:34][C:33]([C:36]([F:37])([F:38])[F:39])=[CH:32][CH:31]=2)[O:20][C:21]=1[C:22]1[CH:27]=[CH:26][C:25]([C:28]#[N:29])=[CH:24][CH:23]=1)=[O:16])[C:3]([OH:40])=[O:2])[C:8]1[CH:13]=[CH:12][CH:11]=[CH:10][CH:9]=1. The yield is 0.970.